Dataset: Peptide-MHC class I binding affinity with 185,985 pairs from IEDB/IMGT. Task: Regression. Given a peptide amino acid sequence and an MHC pseudo amino acid sequence, predict their binding affinity value. This is MHC class I binding data. (1) The peptide sequence is KCFGNTAVAK. The MHC is HLA-A11:01 with pseudo-sequence HLA-A11:01. The binding affinity (normalized) is 0.189. (2) The MHC is H-2-Db with pseudo-sequence H-2-Db. The peptide sequence is KGPCKNVSTV. The binding affinity (normalized) is 0.959. (3) The peptide sequence is YLHDPLTPY. The MHC is HLA-A26:02 with pseudo-sequence HLA-A26:02. The binding affinity (normalized) is 0.374. (4) The peptide sequence is IPFAAAQQR. The MHC is Mamu-A2201 with pseudo-sequence Mamu-A2201. The binding affinity (normalized) is 0.00225. (5) The peptide sequence is NPPVPGHIF. The MHC is HLA-B35:01 with pseudo-sequence HLA-B35:01. The binding affinity (normalized) is 0.121. (6) The peptide sequence is FLFLMSGKGI. The MHC is HLA-A02:17 with pseudo-sequence HLA-A02:17. The binding affinity (normalized) is 0.336. (7) The peptide sequence is VHAVYDSML. The MHC is HLA-B44:02 with pseudo-sequence HLA-B44:02. The binding affinity (normalized) is 0.213.